Dataset: Full USPTO retrosynthesis dataset with 1.9M reactions from patents (1976-2016). Task: Predict the reactants needed to synthesize the given product. (1) Given the product [CH:7]([NH:10][C:11]1[CH:12]=[C:13]([N:22]([O:24][CH3:25])[CH3:23])[N:14]=[CH:15][C:16]=1[CH2:17][OH:18])([CH3:9])[CH3:8], predict the reactants needed to synthesize it. The reactants are: [H-].[H-].[H-].[H-].[Li+].[Al+3].[CH:7]([NH:10][C:11]1[C:16]([C:17](OCC)=[O:18])=[CH:15][N:14]=[C:13]([N:22]([O:24][CH3:25])[CH3:23])[CH:12]=1)([CH3:9])[CH3:8]. (2) The reactants are: C(P([C:16]12[CH2:25][CH:20]3[CH2:21][CH:22]([CH2:24][CH:18](C3)C1)[CH2:23]2)[C:22]12[CH2:24][CH:18]3C[CH:16]([CH2:25][CH:20](C3)[CH2:21]1)[CH2:23]2)CCC.C([B-](F)(F)F)C1C=CC=CC=1.[K+].C(=O)([O-])[O-].[Cs+].[Cs+].BrC1[N:53]([CH2:54][C:55]2[CH:60]=[CH:59][C:58]([C:61]([F:64])([F:63])[F:62])=[CH:57][CH:56]=2)[C:52]2[C:47](=[N:48][C:49]([C:72]#[N:73])=[N:50][C:51]=2[NH:65][C@@H:66]([CH:68]2[CH2:71][CH2:70][CH2:69]2)[CH3:67])[N:46]=1. Given the product [CH2:24]([C:18]1[N:53]([CH2:54][C:55]2[CH:60]=[CH:59][C:58]([C:61]([F:64])([F:62])[F:63])=[CH:57][CH:56]=2)[C:52]2[C:47](=[N:48][C:49]([C:72]#[N:73])=[N:50][C:51]=2[NH:65][C@@H:66]([CH:68]2[CH2:69][CH2:70][CH2:71]2)[CH3:67])[N:46]=1)[C:22]1[CH:21]=[CH:20][CH:25]=[CH:16][CH:23]=1, predict the reactants needed to synthesize it. (3) Given the product [ClH:21].[C:1]([C:3]1[CH:8]=[CH:7][C:6]([C:9]([N:11]2[CH2:16][CH2:15][N:14]([CH3:17])[CH2:13][CH2:12]2)=[O:10])=[CH:5][C:4]=1[N+:18]([O-:20])=[O:19])#[CH:2], predict the reactants needed to synthesize it. The reactants are: [C:1]([C:3]1[CH:8]=[CH:7][C:6]([C:9]([N:11]2[CH2:16][CH2:15][N:14]([CH3:17])[CH2:13][CH2:12]2)=[O:10])=[CH:5][C:4]=1[N+:18]([O-:20])=[O:19])#[CH:2].[ClH:21]. (4) Given the product [F:35][C:2]([F:1])([F:34])[O:3][C:4]1[CH:5]=[CH:6][C:7]([CH2:8][NH:9][C:10]([C@H:12]2[CH2:17][N:16]([C:37]3[S:38][C:39]4[C:44](=[O:45])[NH:43][N:42]=[CH:41][C:40]=4[N:46]=3)[CH2:15][CH2:14][N:13]2[S:18]([C:21]2[CH:26]=[CH:25][C:24]([O:27][C:28]([F:29])([F:30])[F:31])=[CH:23][CH:22]=2)(=[O:19])=[O:20])=[O:11])=[CH:32][CH:33]=1, predict the reactants needed to synthesize it. The reactants are: [F:1][C:2]([F:35])([F:34])[O:3][C:4]1[CH:33]=[CH:32][C:7]([CH2:8][NH:9][C:10]([C@H:12]2[CH2:17][NH:16][CH2:15][CH2:14][N:13]2[S:18]([C:21]2[CH:26]=[CH:25][C:24]([O:27][C:28]([F:31])([F:30])[F:29])=[CH:23][CH:22]=2)(=[O:20])=[O:19])=[O:11])=[CH:6][CH:5]=1.Cl[C:37]1[S:38][C:39]2[C:44](=[O:45])[NH:43][N:42]=[CH:41][C:40]=2[N:46]=1.C(O)(C)C.